Dataset: Full USPTO retrosynthesis dataset with 1.9M reactions from patents (1976-2016). Task: Predict the reactants needed to synthesize the given product. (1) Given the product [C:27]([N:4]1[CH2:5][CH2:6][N:1]([C:7]([O:9][CH2:10][C:11]2[CH:16]=[CH:15][CH:14]=[CH:13][CH:12]=2)=[O:8])[CH2:2][CH2:3]1)(=[O:30])[CH2:28][CH3:29], predict the reactants needed to synthesize it. The reactants are: [N:1]1([C:7]([O:9][CH2:10][C:11]2[CH:16]=[CH:15][CH:14]=[CH:13][CH:12]=2)=[O:8])[CH2:6][CH2:5][NH:4][CH2:3][CH2:2]1.C(N(CC)CC)C.C(Cl)Cl.[C:27](Cl)(=[O:30])[CH2:28][CH3:29]. (2) Given the product [F:29][C:30]1[CH:31]=[C:32]([C:36]2[N:38]=[C:26]([CH:12]3[CH2:13][CH:14]([C:16]4[CH:17]=[CH:18][C:19]([C:22]([F:24])([F:25])[F:23])=[CH:20][CH:21]=4)[CH2:15][N:10]([C:8]([N:5]4[CH2:6][CH2:7][CH:2]([OH:1])[CH2:3][CH2:4]4)=[O:9])[CH2:11]3)[O:27][N:37]=2)[CH:33]=[CH:34][CH:35]=1, predict the reactants needed to synthesize it. The reactants are: [OH:1][CH:2]1[CH2:7][CH2:6][N:5]([C:8]([N:10]2[CH2:15][CH:14]([C:16]3[CH:21]=[CH:20][C:19]([C:22]([F:25])([F:24])[F:23])=[CH:18][CH:17]=3)[CH2:13][CH:12]([C:26](O)=[O:27])[CH2:11]2)=[O:9])[CH2:4][CH2:3]1.[F:29][C:30]1[CH:31]=[C:32]([C:36](=[N:38]O)[NH2:37])[CH:33]=[CH:34][CH:35]=1. (3) Given the product [C:17]1([CH2:15][OH:14])[S:18][CH:19]=[C:20]2[C:26]=1[C:25]1[CH:27]=[CH:28][CH:29]=[CH:30][C:24]=1[O:23][C:22]1[CH:31]=[CH:32][CH:33]=[CH:34][C:21]2=1, predict the reactants needed to synthesize it. The reactants are: [H-].[H-].[H-].[H-].[Li+].[Al+3].CCOCC.C([O:14][C:15]([C:17]1[S:18][CH:19]=[C:20]2[C:26]=1[C:25]1[CH:27]=[CH:28][CH:29]=[CH:30][C:24]=1[O:23][C:22]1[CH:31]=[CH:32][CH:33]=[CH:34][C:21]2=1)=O)C. (4) Given the product [CH2:1]([O:3][C:4]1[CH:16]=[C:15]([CH:17]([OH:24])[C:18]2[CH:23]=[CH:22][CH:21]=[CH:20][N:19]=2)[CH:14]=[CH:13][C:5]=1[O:6][CH2:7][CH2:8][OH:9])[CH3:2], predict the reactants needed to synthesize it. The reactants are: [CH2:1]([O:3][C:4]1[CH:16]=[C:15]([CH:17]([OH:24])[C:18]2[CH:23]=[CH:22][CH:21]=[CH:20][N:19]=2)[CH:14]=[CH:13][C:5]=1[O:6][CH2:7][C:8](OCC)=[O:9])[CH3:2].[H-].[Al+3].[Li+].[H-].[H-].[H-].O.O.O.O.O.O.O.O.O.O.S([O-])([O-])(=O)=O.[Na+].[Na+]. (5) Given the product [NH2:1][C:2]1[N:3]=[CH:4][C:5]([C:13]#[C:12][C:10]([CH3:11])([OH:14])[CH3:9])=[CH:6][CH:7]=1, predict the reactants needed to synthesize it. The reactants are: [NH2:1][C:2]1[CH:7]=[CH:6][C:5](Br)=[CH:4][N:3]=1.[CH3:9][C:10]([OH:14])([C:12]#[CH:13])[CH3:11].CCN(CC)CC.